Task: Regression. Given a peptide amino acid sequence and an MHC pseudo amino acid sequence, predict their binding affinity value. This is MHC class I binding data.. Dataset: Peptide-MHC class I binding affinity with 185,985 pairs from IEDB/IMGT (1) The peptide sequence is KLEYLAPSY. The MHC is HLA-A02:03 with pseudo-sequence HLA-A02:03. The binding affinity (normalized) is 0.0847. (2) The peptide sequence is IPAEFLENF. The MHC is HLA-B35:01 with pseudo-sequence HLA-B35:01. The binding affinity (normalized) is 0.362. (3) The peptide sequence is CERYGFPAS. The MHC is HLA-B39:01 with pseudo-sequence HLA-B39:01. The binding affinity (normalized) is 0.0847. (4) The peptide sequence is EIYFSSIHR. The MHC is HLA-B46:01 with pseudo-sequence HLA-B46:01. The binding affinity (normalized) is 0.0847. (5) The peptide sequence is LPEKKITQWL. The MHC is HLA-B51:01 with pseudo-sequence HLA-B51:01. The binding affinity (normalized) is 0. (6) The peptide sequence is KELKETLLH. The MHC is HLA-A02:01 with pseudo-sequence HLA-A02:01. The binding affinity (normalized) is 0.0847. (7) The peptide sequence is SNVKELVFKF. The MHC is Mamu-B8301 with pseudo-sequence Mamu-B8301. The binding affinity (normalized) is 0.355. (8) The peptide sequence is QWNLVIGFLF. The binding affinity (normalized) is 0.840. The MHC is HLA-A24:02 with pseudo-sequence HLA-A24:02.